From a dataset of Drug-target binding data from BindingDB using Ki measurements. Regression. Given a target protein amino acid sequence and a drug SMILES string, predict the binding affinity score between them. We predict pKi (pKi = -log10(Ki in M); higher means stronger inhibition). Dataset: bindingdb_ki. The small molecule is CC(=N)P(=O)(O)CC(C)C(=O)O. The target protein (P04825) has sequence MTQQPQAKYRHDYRAPDYQITDIDLTFDLDAQKTVVTAVSQAVRHGASDAPLRLNGEDLKLVSVHINDEPWTAWKEEEGALVISNLPERFTLKIINEISPAANTALEGLYQSGDALCTQCEAEGFRHITYYLDRPDVLARFTTKIIADKIKYPFLLSNGNRVAQGELENGRHWVQWQDPFPKPCYLFALVAGDFDVLRDTFTTRSGREVALELYVDRGNLDRAPWAMTSLKNSMKWDEERFGLEYDLDIYMIVAVDFFNMGAMENKGLNIFNSKYVLARTDTATDKDYLDIERVIGHEYFHNWTGNRVTCRDWFQLSLKEGLTVFRDQEFSSDLGSRAVNRINNVRTMRGLQFAEDASPMAHPIRPDMVIEMNNFYTLTVYEKGAEVIRMIHTLLGEENFQKGMQLYFERHDGSAATCDDFVQAMEDASNVDLSHFRRWYSQSGTPIVTVKDDYNPETEQYTLTISQRTPATPDQAEKQPLHIPFAIELYDNEGKVIPLQ.... The pKi is 6.0.